This data is from NCI-60 drug combinations with 297,098 pairs across 59 cell lines. The task is: Regression. Given two drug SMILES strings and cell line genomic features, predict the synergy score measuring deviation from expected non-interaction effect. (1) Drug 1: CCCCC(=O)OCC(=O)C1(CC(C2=C(C1)C(=C3C(=C2O)C(=O)C4=C(C3=O)C=CC=C4OC)O)OC5CC(C(C(O5)C)O)NC(=O)C(F)(F)F)O. Drug 2: COCCOC1=C(C=C2C(=C1)C(=NC=N2)NC3=CC=CC(=C3)C#C)OCCOC.Cl. Cell line: DU-145. Synergy scores: CSS=40.6, Synergy_ZIP=3.53, Synergy_Bliss=3.74, Synergy_Loewe=-8.14, Synergy_HSA=2.51. (2) Synergy scores: CSS=20.0, Synergy_ZIP=-5.79, Synergy_Bliss=-0.666, Synergy_Loewe=-23.9, Synergy_HSA=-2.23. Drug 2: CC1=C(C(CCC1)(C)C)C=CC(=CC=CC(=CC(=O)O)C)C. Cell line: OVCAR-4. Drug 1: C1=CC(=C2C(=C1NCCNCCO)C(=O)C3=C(C=CC(=C3C2=O)O)O)NCCNCCO. (3) Drug 1: C1=CC(=CC=C1CC(C(=O)O)N)N(CCCl)CCCl.Cl. Drug 2: CN(CCCl)CCCl.Cl. Cell line: HCT116. Synergy scores: CSS=27.8, Synergy_ZIP=-7.62, Synergy_Bliss=-4.76, Synergy_Loewe=-6.79, Synergy_HSA=-4.33.